This data is from Forward reaction prediction with 1.9M reactions from USPTO patents (1976-2016). The task is: Predict the product of the given reaction. (1) Given the reactants [F:1][C:2]([F:15])([F:14])[C:3]1[CH:4]=[N:5][C:6]2[CH2:7][C:8](=O)[NH:9][CH2:10][C:11]=2[CH:12]=1.B.C(N(CC)C(C)C)(C)C.[C:26](O[C:26]([O:28][C:29]([CH3:32])([CH3:31])[CH3:30])=[O:27])([O:28][C:29]([CH3:32])([CH3:31])[CH3:30])=[O:27], predict the reaction product. The product is: [C:29]([O:28][C:26]([N:9]1[CH2:8][CH2:7][C:6]2[N:5]=[CH:4][C:3]([C:2]([F:15])([F:14])[F:1])=[CH:12][C:11]=2[CH2:10]1)=[O:27])([CH3:32])([CH3:31])[CH3:30]. (2) Given the reactants [Br:1][C:2]1[CH:7]=[CH:6][C:5]([OH:8])=[CH:4][CH:3]=1.[Cl:9][C:10]1[CH:15]=[C:14]([Cl:16])[CH:13]=[CH:12][C:11]=1[CH:17](O)[C:18](O)=[O:19].C(O)(=O)C, predict the reaction product. The product is: [Br:1][C:2]1[CH:7]=[CH:6][C:5]2[O:8][C:18](=[O:19])[CH:17]([C:11]3[CH:12]=[CH:13][C:14]([Cl:16])=[CH:15][C:10]=3[Cl:9])[C:4]=2[CH:3]=1. (3) Given the reactants [Cl:1][C:2]1[N:7]=[CH:6][C:5]([C:8](=O)[CH2:9][CH2:10][CH2:11][C:12]([O:14]C)=O)=[CH:4][CH:3]=1.[BH3-]C#[N:19].[Na+], predict the reaction product. The product is: [Cl:1][C:2]1[N:7]=[CH:6][C:5]([CH:8]2[NH:19][C:12](=[O:14])[CH2:11][CH2:10][CH2:9]2)=[CH:4][CH:3]=1. (4) Given the reactants [H-].[H-].[H-].[H-].[Li+].[Al+3].C([O:9][C:10](=O)[C:11]([CH2:41][CH:42]([CH3:44])[CH3:43])([O:17][C:18]1[CH:40]=[CH:39][C:21]2[C:22]3[N:26]([CH2:27][CH2:28][O:29][C:20]=2[CH:19]=1)[CH:25]=[C:24]([C:30]1[N:31]([CH:36]([CH3:38])[CH3:37])[N:32]=[C:33]([CH3:35])[N:34]=1)[N:23]=3)[C:12](OCC)=[O:13])C.CCOC(C)=O.[C@H](O)(C([O-])=O)[C@@H](O)C([O-])=O.[Na+].[K+], predict the reaction product. The product is: [CH2:41]([C:11]([O:17][C:18]1[CH:40]=[CH:39][C:21]2[C:22]3[N:26]([CH2:27][CH2:28][O:29][C:20]=2[CH:19]=1)[CH:25]=[C:24]([C:30]1[N:31]([CH:36]([CH3:38])[CH3:37])[N:32]=[C:33]([CH3:35])[N:34]=1)[N:23]=3)([CH2:12][OH:13])[CH2:10][OH:9])[CH:42]([CH3:44])[CH3:43]. (5) Given the reactants ClC1C(Cl)=C2C(CC(C3CCCC3)(C)C2=O)=CC=1O.BrC1C=C[C:24](CBr)=[N:25]C=1.C(=O)([O-])[O-].[K+].[K+].Br[C:36]1[CH:37]=[CH:38][C:39]([CH2:42][O:43][C:44]2[CH:45]=[C:46]3[C:50](=[C:51]([Cl:54])[C:52]=2[Cl:53])[C:49](=[O:55])[C:48]([CH:57]2[CH2:61][CH2:60][CH2:59][CH2:58]2)([CH3:56])[CH2:47]3)=[N:40][CH:41]=1, predict the reaction product. The product is: [Cl:53][C:52]1[C:51]([Cl:54])=[C:50]2[C:46]([CH2:47][C:48]([CH:57]3[CH2:58][CH2:59][CH2:60][CH2:61]3)([CH3:56])[C:49]2=[O:55])=[CH:45][C:44]=1[O:43][CH2:42][C:39]1[CH:38]=[CH:37][C:36]([C:24]#[N:25])=[CH:41][N:40]=1. (6) Given the reactants [CH:1]([C:4]1[CH:37]=[CH:36][C:7]([CH2:8][NH:9][C:10]([C@H:12]2[CH2:17][N:16]([C:18](=[O:20])[CH3:19])[CH2:15][CH2:14][N:13]2[S:21]([C:24]2[CH:29]=[CH:28][C:27]([O:30][C:31]([F:34])([F:33])[F:32])=[C:26](I)[CH:25]=2)(=[O:23])=[O:22])=[O:11])=[CH:6][CH:5]=1)([CH3:3])[CH3:2].[Br-].C([O:41][C:42](=[O:47])[CH2:43][CH2:44][CH2:45][Zn+])C.O1CCCC1.Cl, predict the reaction product. The product is: [C:18]([N:16]1[CH2:15][CH2:14][N:13]([S:21]([C:24]2[CH:29]=[CH:28][C:27]([O:30][C:31]([F:33])([F:32])[F:34])=[C:26]([CH2:45][CH2:44][CH2:43][C:42]([OH:47])=[O:41])[CH:25]=2)(=[O:22])=[O:23])[C@@H:12]([C:10](=[O:11])[NH:9][CH2:8][C:7]2[CH:36]=[CH:37][C:4]([CH:1]([CH3:3])[CH3:2])=[CH:5][CH:6]=2)[CH2:17]1)(=[O:20])[CH3:19].